This data is from Reaction yield outcomes from USPTO patents with 853,638 reactions. The task is: Predict the reaction yield, written as a fraction of the theoretical maximum amount of product (1.0 means a 100% yield; for example, 0.34 means a 34% yield). (1) The reactants are Cl[C:2]1[N:7]=[C:6]([NH:8][C:9]2[CH:18]=[CH:17][CH:16]=[CH:15][C:10]=2[C:11]([NH:13][CH3:14])=[O:12])[C:5]([Cl:19])=[CH:4][N:3]=1.[CH3:20][O:21][C:22]1[C:23]([NH2:41])=[CH:24][C:25]2[CH2:31][CH2:30][N:29]([CH2:32][CH2:33][N:34]3[CH2:39][CH2:38][O:37][CH2:36][CH2:35]3)[CH2:28][CH2:27][C:26]=2[CH:40]=1. No catalyst specified. The product is [Cl:19][C:5]1[C:6]([NH:8][C:9]2[CH:18]=[CH:17][CH:16]=[CH:15][C:10]=2[C:11]([NH:13][CH3:14])=[O:12])=[N:7][C:2]([NH:41][C:23]2[C:22]([O:21][CH3:20])=[CH:40][C:26]3[CH2:27][CH2:28][N:29]([CH2:32][CH2:33][N:34]4[CH2:39][CH2:38][O:37][CH2:36][CH2:35]4)[CH2:30][CH2:31][C:25]=3[CH:24]=2)=[N:3][CH:4]=1. The yield is 0.0900. (2) The reactants are [CH3:1][C:2]1([S:5]([NH:8][C:9]([C@@:11]2([NH:16]C(=O)OC(C)(C)C)[CH2:13][C@H:12]2[CH:14]=[CH2:15])=[O:10])(=[O:7])=[O:6])[CH2:4][CH2:3]1.[ClH:24]. The catalyst is O1CCOCC1. The product is [ClH:24].[NH2:16][C@:11]1([C:9]([NH:8][S:5]([C:2]2([CH3:1])[CH2:4][CH2:3]2)(=[O:7])=[O:6])=[O:10])[CH2:13][C@H:12]1[CH:14]=[CH2:15]. The yield is 0.950. (3) The reactants are Cl.[NH2:2][OH:3].[C:4]12[C:17](=[O:18])O[C:14](=[O:15])[C:12]3=[C:13]1[C:8](=[CH:9][CH:10]=[CH:11]3)[CH:7]=[CH:6][CH:5]=2. The catalyst is N1C=CC=CC=1. The product is [CH:6]1[CH:5]=[C:4]2[C:17]([N:2]([OH:3])[C:14]([C:12]3=[CH:11][CH:10]=[CH:9][C:8](=[C:13]23)[CH:7]=1)=[O:15])=[O:18]. The yield is 0.810. (4) The reactants are [CH3:1][O:2][C:3]([C:5]1[N:6]([CH3:33])[CH:7]=[C:8]([NH:10][C:11]2[N:12]=[C:13]([CH3:32])[C:14]3[CH:20]=[C:19](Br)[C:18](=[O:22])[N:17]([CH2:23][C:24]4[CH:29]=[CH:28][C:27]([O:30][CH3:31])=[CH:26][CH:25]=4)[C:15]=3[N:16]=2)[CH:9]=1)=[O:4].[CH3:34][Sn](C)(C)C. The catalyst is CN(C=O)C.[Cu](I)I.Cl[Pd](Cl)([P](C1C=CC=CC=1)(C1C=CC=CC=1)C1C=CC=CC=1)[P](C1C=CC=CC=1)(C1C=CC=CC=1)C1C=CC=CC=1. The product is [CH3:1][O:2][C:3]([C:5]1[N:6]([CH3:33])[CH:7]=[C:8]([NH:10][C:11]2[N:12]=[C:13]([CH3:32])[C:14]3[CH:20]=[C:19]([CH3:34])[C:18](=[O:22])[N:17]([CH2:23][C:24]4[CH:29]=[CH:28][C:27]([O:30][CH3:31])=[CH:26][CH:25]=4)[C:15]=3[N:16]=2)[CH:9]=1)=[O:4]. The yield is 0.300. (5) The reactants are [CH2:1]([N:8]([CH2:10][C:11]1[C:12]([C:43](O)=[O:44])=[C:13]([N:28]([CH2:34][C:35]2[C:40]([F:41])=[CH:39][CH:38]=[CH:37][C:36]=2[F:42])[C:29](OCC)=[O:30])[S:14][C:15]=1[C:16]1[CH:21]=[CH:20][C:19]([NH:22][C:23]([NH:25][O:26][CH3:27])=[O:24])=[CH:18][CH:17]=1)[CH3:9])[C:2]1[CH:7]=[CH:6][CH:5]=[CH:4][CH:3]=1.[NH2:46][C@H:47]1[CH2:52][CH2:51][C@H:50]([OH:53])[CH2:49][CH2:48]1. No catalyst specified. The product is [CH2:1]([N:8]([CH2:10][C:11]1[C:12]2[C:43](=[O:44])[N:46]([CH:47]3[CH2:52][CH2:51][CH:50]([OH:53])[CH2:49][CH2:48]3)[C:29](=[O:30])[N:28]([CH2:34][C:35]3[C:40]([F:41])=[CH:39][CH:38]=[CH:37][C:36]=3[F:42])[C:13]=2[S:14][C:15]=1[C:16]1[CH:17]=[CH:18][C:19]([NH:22][C:23]([NH:25][O:26][CH3:27])=[O:24])=[CH:20][CH:21]=1)[CH3:9])[C:2]1[CH:3]=[CH:4][CH:5]=[CH:6][CH:7]=1. The yield is 0.520. (6) The reactants are [N+:1]([O-:4])(O)=[O:2].[F:5][C:6]1[CH:13]=[CH:12][CH:11]=[C:10]([F:14])[C:7]=1[CH:8]=[O:9]. The catalyst is S(=O)(=O)(O)O. The product is [F:5][C:6]1[C:13]([N+:1]([O-:4])=[O:2])=[CH:12][CH:11]=[C:10]([F:14])[C:7]=1[CH:8]=[O:9]. The yield is 0.700.